This data is from Reaction yield outcomes from USPTO patents with 853,638 reactions. The task is: Predict the reaction yield, written as a fraction of the theoretical maximum amount of product (1.0 means a 100% yield; for example, 0.34 means a 34% yield). (1) The reactants are Br[C:2]1[S:3][CH:4]=[CH:5][N:6]=1.C(N(CC)CC)C.[CH:14]#[C:15][CH2:16][CH2:17][CH3:18]. The catalyst is COCCOC.[Cu]I.Cl[Pd](Cl)([P](C1C=CC=CC=1)(C1C=CC=CC=1)C1C=CC=CC=1)[P](C1C=CC=CC=1)(C1C=CC=CC=1)C1C=CC=CC=1. The product is [C:14]([C:2]1[S:3][CH:4]=[CH:5][N:6]=1)#[C:15][CH2:16][CH2:17][CH3:18]. The yield is 0.440. (2) The reactants are ClC1C=CC([O:6][C:7]2[C:16]3[C:11](=[CH:12][C:13]([O:19][CH2:20][CH2:21][CH2:22][N:23]4[CH2:28][CH2:27][N:26]([CH3:29])[CH2:25][CH2:24]4)=[C:14]([O:17][CH3:18])[CH:15]=3)[N:10]=[CH:9][N:8]=2)=C(F)C=1.Cl.C(=O)([O-])O.[Na+]. No catalyst specified. The product is [CH3:18][O:17][C:14]1[CH:15]=[C:16]2[C:11](=[CH:12][C:13]=1[O:19][CH2:20][CH2:21][CH2:22][N:23]1[CH2:28][CH2:27][N:26]([CH3:29])[CH2:25][CH2:24]1)[N:10]=[CH:9][NH:8][C:7]2=[O:6]. The yield is 0.960.